This data is from NCI-60 drug combinations with 297,098 pairs across 59 cell lines. The task is: Regression. Given two drug SMILES strings and cell line genomic features, predict the synergy score measuring deviation from expected non-interaction effect. (1) Drug 1: C1CCC(CC1)NC(=O)N(CCCl)N=O. Drug 2: B(C(CC(C)C)NC(=O)C(CC1=CC=CC=C1)NC(=O)C2=NC=CN=C2)(O)O. Cell line: SN12C. Synergy scores: CSS=11.9, Synergy_ZIP=-5.05, Synergy_Bliss=-0.601, Synergy_Loewe=-0.0933, Synergy_HSA=-0.0601. (2) Drug 1: CCC1(CC2CC(C3=C(CCN(C2)C1)C4=CC=CC=C4N3)(C5=C(C=C6C(=C5)C78CCN9C7C(C=CC9)(C(C(C8N6C=O)(C(=O)OC)O)OC(=O)C)CC)OC)C(=O)OC)O.OS(=O)(=O)O. Drug 2: CCN(CC)CCCC(C)NC1=C2C=C(C=CC2=NC3=C1C=CC(=C3)Cl)OC. Cell line: HL-60(TB). Synergy scores: CSS=20.4, Synergy_ZIP=1.09, Synergy_Bliss=5.07, Synergy_Loewe=7.21, Synergy_HSA=7.22. (3) Drug 1: C1=CC(=CC=C1C#N)C(C2=CC=C(C=C2)C#N)N3C=NC=N3. Drug 2: CC12CCC3C(C1CCC2OP(=O)(O)O)CCC4=C3C=CC(=C4)OC(=O)N(CCCl)CCCl.[Na+]. Cell line: OVCAR-4. Synergy scores: CSS=12.0, Synergy_ZIP=0.0494, Synergy_Bliss=7.42, Synergy_Loewe=-0.527, Synergy_HSA=0.0278. (4) Drug 1: CN(C)C1=NC(=NC(=N1)N(C)C)N(C)C. Drug 2: CC1=C(C(CCC1)(C)C)C=CC(=CC=CC(=CC(=O)O)C)C. Cell line: SK-MEL-5. Synergy scores: CSS=0.192, Synergy_ZIP=1.57, Synergy_Bliss=3.74, Synergy_Loewe=-1.10, Synergy_HSA=-1.34. (5) Drug 1: CC(C1=C(C=CC(=C1Cl)F)Cl)OC2=C(N=CC(=C2)C3=CN(N=C3)C4CCNCC4)N. Drug 2: CC12CCC3C(C1CCC2=O)CC(=C)C4=CC(=O)C=CC34C. Cell line: IGROV1. Synergy scores: CSS=26.0, Synergy_ZIP=1.81, Synergy_Bliss=-4.02, Synergy_Loewe=-5.46, Synergy_HSA=-4.83. (6) Drug 1: C1CCN(CC1)CCOC2=CC=C(C=C2)C(=O)C3=C(SC4=C3C=CC(=C4)O)C5=CC=C(C=C5)O. Drug 2: CC1C(C(CC(O1)OC2CC(CC3=C2C(=C4C(=C3O)C(=O)C5=CC=CC=C5C4=O)O)(C(=O)C)O)N)O. Cell line: UACC-257. Synergy scores: CSS=49.4, Synergy_ZIP=0.756, Synergy_Bliss=2.55, Synergy_Loewe=2.12, Synergy_HSA=3.75. (7) Drug 1: CC12CCC(CC1=CCC3C2CCC4(C3CC=C4C5=CN=CC=C5)C)O. Drug 2: C(CCl)NC(=O)N(CCCl)N=O. Cell line: NCI-H522. Synergy scores: CSS=2.25, Synergy_ZIP=-1.65, Synergy_Bliss=-0.886, Synergy_Loewe=-2.83, Synergy_HSA=-2.67.